The task is: Predict the reactants needed to synthesize the given product.. This data is from Full USPTO retrosynthesis dataset with 1.9M reactions from patents (1976-2016). (1) The reactants are: [N:1]1([C:7]2[CH:12]=[CH:11][C:10]([N:13]3[CH:18]=[CH:17][N:16]=[CH:15][C:14]3=[O:19])=[CH:9][CH:8]=2)[CH2:6][CH2:5][NH:4][CH2:3][CH2:2]1.CC1C=CC(S(O[CH2:31][CH2:32][CH2:33][C:34]2[C:42]3[C:37](=[CH:38][CH:39]=[C:40]([C:43]#[N:44])[CH:41]=3)[NH:36][CH:35]=2)(=O)=O)=CC=1.C(=O)([O-])[O-].[K+].[K+].[I-].[K+]. Given the product [O:19]=[C:14]1[CH:15]=[N:16][CH:17]=[CH:18][N:13]1[C:10]1[CH:11]=[CH:12][C:7]([N:1]2[CH2:6][CH2:5][N:4]([CH2:31][CH2:32][CH2:33][C:34]3[C:42]4[C:37](=[CH:38][CH:39]=[C:40]([C:43]#[N:44])[CH:41]=4)[NH:36][CH:35]=3)[CH2:3][CH2:2]2)=[CH:8][CH:9]=1, predict the reactants needed to synthesize it. (2) Given the product [N:15]1([C:5]2[S:4][C:3]([NH2:2])=[N:7][CH:6]=2)[CH:19]=[CH:18][N:17]=[CH:16]1, predict the reactants needed to synthesize it. The reactants are: Br.[NH2:2][C:3]1[S:4][C:5](Br)=[CH:6][N:7]=1.C(=O)([O-])[O-].[K+].[K+].[NH:15]1[CH:19]=[CH:18][N:17]=[CH:16]1. (3) Given the product [Br:8][C:9]1[C:17]([CH3:18])=[CH:16][C:12]([C:13]([O:15][CH3:20])=[O:14])=[C:11]([F:19])[CH:10]=1, predict the reactants needed to synthesize it. The reactants are: C[Si](C=[N+]=[N-])(C)C.[Br:8][C:9]1[C:17]([CH3:18])=[CH:16][C:12]([C:13]([OH:15])=[O:14])=[C:11]([F:19])[CH:10]=1.[CH3:20]O.